Dataset: Forward reaction prediction with 1.9M reactions from USPTO patents (1976-2016). Task: Predict the product of the given reaction. (1) Given the reactants [NH2:1][C:2]1[CH:33]=[CH:32][CH:31]=[CH:30][C:3]=1[CH2:4][N:5]1[CH2:29][CH2:28][C:8]2([N:12]([C:13]3[CH:18]=[CH:17][CH:16]=[C:15]([F:19])[CH:14]=3)[C:11](=[O:20])[N:10]=[C:9]2[NH:21][CH:22]2[CH2:27][CH2:26][CH2:25][CH2:24][CH2:23]2)[CH2:7][CH2:6]1.Br[CH2:35][CH2:36][CH2:37][C:38]#[N:39].C([O-])([O-])=O.[Cs+].[Cs+], predict the reaction product. The product is: [CH:22]1([NH:21][C:9]2[C:8]3([CH2:28][CH2:29][N:5]([CH2:4][C:3]4[CH:30]=[CH:31][CH:32]=[CH:33][C:2]=4[NH:1][CH2:35][CH2:36][CH2:37][C:38]#[N:39])[CH2:6][CH2:7]3)[N:12]([C:13]3[CH:18]=[CH:17][CH:16]=[C:15]([F:19])[CH:14]=3)[C:11](=[O:20])[N:10]=2)[CH2:23][CH2:24][CH2:25][CH2:26][CH2:27]1. (2) Given the reactants Br[CH2:2][C:3]([O:5][CH2:6][CH3:7])=[O:4].[OH:8][C:9]1[CH:14]=[CH:13][CH:12]=[CH:11][C:10]=1[C:15](=[O:48])[CH2:16][N:17]1[C:26](=[O:27])[C:25]2[N:24]([CH2:28][CH:29]=[C:30]([CH3:32])[CH3:31])[C:23]([N:33]3[CH2:38][CH2:37][CH2:36][CH:35]([NH:39][C:40]([O:42][C:43]([CH3:46])([CH3:45])[CH3:44])=[O:41])[CH2:34]3)=[N:22][C:21]=2[N:20]([CH3:47])[C:18]1=[O:19].C(=O)([O-])[O-].[K+].[K+].O, predict the reaction product. The product is: [CH2:6]([O:5][C:3]([CH2:2][O:8][C:9]1[CH:14]=[CH:13][CH:12]=[CH:11][C:10]=1[C:15](=[O:48])[CH2:16][N:17]1[C:26](=[O:27])[C:25]2[N:24]([CH2:28][CH:29]=[C:30]([CH3:32])[CH3:31])[C:23]([N:33]3[CH2:38][CH2:37][CH2:36][CH:35]([NH:39][C:40]([O:42][C:43]([CH3:46])([CH3:45])[CH3:44])=[O:41])[CH2:34]3)=[N:22][C:21]=2[N:20]([CH3:47])[C:18]1=[O:19])=[O:4])[CH3:7]. (3) Given the reactants Cl[C:2]1[C:3]2[CH:14]=[C:13]([C:15]3[CH:20]=[CH:19][CH:18]=[CH:17][CH:16]=3)[CH:12]=[CH:11][C:4]=2[N:5]([CH3:10])[C:6](=[O:9])[CH2:7][N:8]=1.C(C1C=C(B(O)O)C=CC=1)=O.[CH3:32][O:33][C:34]1[CH:39]=[CH:38][C:37](B(O)O)=[CH:36][CH:35]=1, predict the reaction product. The product is: [CH3:32][O:33][C:34]1[CH:39]=[CH:38][C:37]([C:2]2[C:3]3[CH:14]=[C:13]([C:15]4[CH:20]=[CH:19][CH:18]=[CH:17][CH:16]=4)[CH:12]=[CH:11][C:4]=3[N:5]([CH3:10])[C:6](=[O:9])[CH2:7][N:8]=2)=[CH:36][CH:35]=1. (4) Given the reactants [O:1]=[C:2]1[CH2:7][O:6][C:5]2[CH:8]=[CH:9][C:10]([CH2:12][C:13]([OH:15])=O)=[CH:11][C:4]=2[NH:3]1.C(Cl)(=O)C([Cl:19])=O, predict the reaction product. The product is: [O:1]=[C:2]1[CH2:7][O:6][C:5]2[CH:8]=[CH:9][C:10]([CH2:12][C:13]([Cl:19])=[O:15])=[CH:11][C:4]=2[NH:3]1. (5) Given the reactants [CH2:1]([C@H:8]([NH:32][C:33](=[O:43])[O:34][C@@H:35]1[C@H:42]2[C@H:38]([O:39][CH2:40][CH2:41]2)[O:37][CH2:36]1)[C@H:9]([OH:31])[CH2:10][N:11]([O:24][CH:25]1[CH2:30][CH2:29][CH2:28][CH2:27][CH2:26]1)[S:12]([C:15]1[CH:20]=[CH:19][CH:18]=[C:17]([N+:21]([O-])=O)[CH:16]=1)(=[O:14])=[O:13])[C:2]1[CH:7]=[CH:6][CH:5]=[CH:4][CH:3]=1, predict the reaction product. The product is: [NH2:21][C:17]1[CH:16]=[C:15]([S:12]([N:11]([O:24][CH:25]2[CH2:26][CH2:27][CH2:28][CH2:29][CH2:30]2)[CH2:10][C@@H:9]([OH:31])[C@@H:8]([NH:32][C:33](=[O:43])[O:34][C@@H:35]2[C@H:42]3[C@H:38]([O:39][CH2:40][CH2:41]3)[O:37][CH2:36]2)[CH2:1][C:2]2[CH:3]=[CH:4][CH:5]=[CH:6][CH:7]=2)(=[O:14])=[O:13])[CH:20]=[CH:19][CH:18]=1. (6) Given the reactants [NH2:1][C:2]1[S:3][C:4]2[CH:10]=[CH:9][CH:8]=[CH:7][C:5]=2[N:6]=1.[C:11]([O:15][C:16]([NH:18][C:19]1[CH:24]=[CH:23][CH:22]=[CH:21][C:20]=1[NH:25][C:26]([C:28]1[CH:33]=[CH:32][C:31]([CH2:34][NH:35][CH2:36][CH2:37][CH2:38][N:39]([CH3:41])[CH3:40])=[CH:30][N:29]=1)=[O:27])=[O:17])([CH3:14])([CH3:13])[CH3:12].O.C1C[O:46][CH2:45]C1, predict the reaction product. The product is: [S:3]1[C:4]2[CH:10]=[CH:9][CH:8]=[CH:7][C:5]=2[N:6]=[C:2]1[NH:1][C:45](=[O:46])[N:35]([CH2:34][C:31]1[CH:32]=[CH:33][C:28]([C:26]([NH:25][C:20]2[CH:21]=[CH:22][CH:23]=[CH:24][C:19]=2[NH:18][C:16]([O:15][C:11]([CH3:14])([CH3:13])[CH3:12])=[O:17])=[O:27])=[N:29][CH:30]=1)[CH2:36][CH2:37][CH2:38][N:39]([CH3:41])[CH3:40]. (7) Given the reactants [CH3:1][C:2]1[C:3]([C:9]([C:12]2[CH:17]=[CH:16][CH:15]=[CH:14][CH:13]=2)=[N:10][OH:11])=[N:4][C:5]([CH3:8])=[CH:6][N:7]=1.Br[CH2:19][C:20]1[N:25]=[C:24]([N:26]2[C:34](=[O:35])[C:33]3[C:28](=[CH:29][CH:30]=[CH:31][CH:32]=3)[C:27]2=[O:36])[CH:23]=[CH:22][CH:21]=1.C(=O)([O-])[O-].[Cs+].[Cs+].[I-].[K+], predict the reaction product. The product is: [CH3:1][C:2]1[C:3]([C:9](=[N:10][O:11][CH2:19][C:20]2[N:25]=[C:24]([N:26]3[C:27](=[O:36])[C:28]4[C:33](=[CH:32][CH:31]=[CH:30][CH:29]=4)[C:34]3=[O:35])[CH:23]=[CH:22][CH:21]=2)[C:12]2[CH:17]=[CH:16][CH:15]=[CH:14][CH:13]=2)=[N:4][C:5]([CH3:8])=[CH:6][N:7]=1.